Regression. Given two drug SMILES strings and cell line genomic features, predict the synergy score measuring deviation from expected non-interaction effect. From a dataset of NCI-60 drug combinations with 297,098 pairs across 59 cell lines. (1) Drug 1: C1=CC(=CC=C1C#N)C(C2=CC=C(C=C2)C#N)N3C=NC=N3. Drug 2: CN(CCCl)CCCl.Cl. Cell line: PC-3. Synergy scores: CSS=9.49, Synergy_ZIP=-5.94, Synergy_Bliss=-2.63, Synergy_Loewe=-7.13, Synergy_HSA=-4.34. (2) Drug 1: CC1CCC2CC(C(=CC=CC=CC(CC(C(=O)C(C(C(=CC(C(=O)CC(OC(=O)C3CCCCN3C(=O)C(=O)C1(O2)O)C(C)CC4CCC(C(C4)OC)O)C)C)O)OC)C)C)C)OC. Drug 2: CS(=O)(=O)OCCCCOS(=O)(=O)C. Cell line: SK-MEL-28. Synergy scores: CSS=10.6, Synergy_ZIP=-3.50, Synergy_Bliss=-2.25, Synergy_Loewe=-25.4, Synergy_HSA=-1.43. (3) Drug 1: CC1C(C(=O)NC(C(=O)N2CCCC2C(=O)N(CC(=O)N(C(C(=O)O1)C(C)C)C)C)C(C)C)NC(=O)C3=C4C(=C(C=C3)C)OC5=C(C(=O)C(=C(C5=N4)C(=O)NC6C(OC(=O)C(N(C(=O)CN(C(=O)C7CCCN7C(=O)C(NC6=O)C(C)C)C)C)C(C)C)C)N)C. Drug 2: C1C(C(OC1N2C=NC(=NC2=O)N)CO)O. Cell line: LOX IMVI. Synergy scores: CSS=21.4, Synergy_ZIP=-5.25, Synergy_Bliss=-5.27, Synergy_Loewe=-24.1, Synergy_HSA=-4.20. (4) Drug 1: CN(C)C1=NC(=NC(=N1)N(C)C)N(C)C. Drug 2: CS(=O)(=O)CCNCC1=CC=C(O1)C2=CC3=C(C=C2)N=CN=C3NC4=CC(=C(C=C4)OCC5=CC(=CC=C5)F)Cl. Cell line: UACC-257. Synergy scores: CSS=-5.59, Synergy_ZIP=3.53, Synergy_Bliss=3.20, Synergy_Loewe=-3.19, Synergy_HSA=-2.49. (5) Drug 1: CC1OCC2C(O1)C(C(C(O2)OC3C4COC(=O)C4C(C5=CC6=C(C=C35)OCO6)C7=CC(=C(C(=C7)OC)O)OC)O)O. Drug 2: C1C(C(OC1N2C=NC(=NC2=O)N)CO)O. Cell line: EKVX. Synergy scores: CSS=16.5, Synergy_ZIP=-4.91, Synergy_Bliss=-1.60, Synergy_Loewe=-1.35, Synergy_HSA=-1.97. (6) Drug 1: CN(C)N=NC1=C(NC=N1)C(=O)N. Drug 2: C1C(C(OC1N2C=NC3=C2NC=NCC3O)CO)O. Cell line: HCT-15. Synergy scores: CSS=3.06, Synergy_ZIP=-0.859, Synergy_Bliss=-0.367, Synergy_Loewe=-2.63, Synergy_HSA=-2.27. (7) Drug 1: CC(C1=C(C=CC(=C1Cl)F)Cl)OC2=C(N=CC(=C2)C3=CN(N=C3)C4CCNCC4)N. Drug 2: COC1=NC(=NC2=C1N=CN2C3C(C(C(O3)CO)O)O)N. Cell line: KM12. Synergy scores: CSS=29.7, Synergy_ZIP=-4.35, Synergy_Bliss=-7.47, Synergy_Loewe=-37.6, Synergy_HSA=-6.31.